From a dataset of Forward reaction prediction with 1.9M reactions from USPTO patents (1976-2016). Predict the product of the given reaction. (1) Given the reactants [N:1]1([C:6]2[CH:13]=[CH:12][C:9]([CH:10]=O)=[CH:8][CH:7]=2)[CH:5]=[CH:4][N:3]=[CH:2]1.[CH3:14][CH:15]([CH3:31])[C:16]([NH:18][C:19]1[CH:24]=[CH:23][CH:22]=[C:21]([CH:25]2[CH2:30][CH2:29][NH:28][CH2:27][CH2:26]2)[CH:20]=1)=[O:17], predict the reaction product. The product is: [N:1]1([C:6]2[CH:13]=[CH:12][C:9]([CH2:10][N:28]3[CH2:29][CH2:30][CH:25]([C:21]4[CH:20]=[C:19]([NH:18][C:16](=[O:17])[CH:15]([CH3:14])[CH3:31])[CH:24]=[CH:23][CH:22]=4)[CH2:26][CH2:27]3)=[CH:8][CH:7]=2)[CH:5]=[CH:4][N:3]=[CH:2]1. (2) Given the reactants [CH3:1][O:2][C:3](=[O:35])[CH:4]([N:15]1[C:21](=[O:22])[CH2:20][CH2:19][N:18]([C:23](=[O:34])/[CH:24]=[CH:25]/[C:26]2[CH:31]=[CH:30][C:29]([Cl:32])=[C:28]([Cl:33])[CH:27]=2)[CH2:17][CH2:16]1)[CH2:5][CH2:6][O:7][Si](C(C)(C)C)(C)C.Cl, predict the reaction product. The product is: [CH3:1][O:2][C:3](=[O:35])[CH:4]([N:15]1[C:21](=[O:22])[CH2:20][CH2:19][N:18]([C:23](=[O:34])/[CH:24]=[CH:25]/[C:26]2[CH:31]=[CH:30][C:29]([Cl:32])=[C:28]([Cl:33])[CH:27]=2)[CH2:17][CH2:16]1)[CH2:5][CH2:6][OH:7].